From a dataset of Full USPTO retrosynthesis dataset with 1.9M reactions from patents (1976-2016). Predict the reactants needed to synthesize the given product. (1) Given the product [S:1]1[C:5]([C@H:6]([O:19][CH:46]2[CH2:45][CH2:44][CH2:43][CH2:42][O:37]2)/[CH:7]=[CH:8]/[C@@H:9]2[C@@H:16]3[C@@H:12]([O:13][C:14](=[O:17])[CH2:15]3)[CH2:11][C@H:10]2[O:18][CH:29]2[CH2:28][CH2:27][CH2:26][CH2:25][O:24]2)=[CH:4][C:3]2[CH:20]=[CH:21][CH:22]=[CH:23][C:2]1=2, predict the reactants needed to synthesize it. The reactants are: [S:1]1[C:5]([C@H:6]([OH:19])/[CH:7]=[CH:8]/[C@@H:9]2[C@@H:16]3[C@@H:12]([O:13][C:14](=[O:17])[CH2:15]3)[CH2:11][C@H:10]2[OH:18])=[CH:4][C:3]2[CH:20]=[CH:21][CH:22]=[CH:23][C:2]1=2.[O:24]1[CH:29]=[CH:28][CH2:27][CH2:26][CH2:25]1.[C:44]1(C)[CH:45]=[CH:46]C(S([O-])(=[O:37])=[O:37])=[CH:42][CH:43]=1.[NH+]1[CH:46]=[CH:45][CH:44]=[CH:43][CH:42]=1. (2) Given the product [F:32][C:29]1[CH:30]=[CH:31][C:25]2[N:24]=[C:23]([C:18]3[C:17]4[C:16]5[C:11](=[CH:12][CH:13]=[CH:14][CH:15]=5)[N:10]([C:8]5[CH:7]=[CH:6][C:3]([C:4]([NH2:5])=[O:49])=[C:2]([NH:48][CH2:47][CH2:46][C:44]6[N:43]=[CH:42][N:41]([CH3:40])[CH:45]=6)[CH:9]=5)[C:22]=4[CH:21]=[CH:20][CH:19]=3)[NH:27][C:26]=2[CH:28]=1, predict the reactants needed to synthesize it. The reactants are: F[C:2]1[CH:9]=[C:8]([N:10]2[C:22]3[CH:21]=[CH:20][CH:19]=[C:18]([C:23]4[NH:27][C:26]5[CH:28]=[C:29]([F:32])[CH:30]=[CH:31][C:25]=5[N:24]=4)[C:17]=3[C:16]3[C:11]2=[CH:12][CH:13]=[CH:14][CH:15]=3)[CH:7]=[CH:6][C:3]=1[C:4]#[N:5].C(=O)([O-])[O-].[K+].[K+].Cl.[CH3:40][N:41]1[CH:45]=[C:44]([CH2:46][CH2:47][NH2:48])[N:43]=[CH:42]1.[OH-:49].[Na+].OO.